This data is from Forward reaction prediction with 1.9M reactions from USPTO patents (1976-2016). The task is: Predict the product of the given reaction. (1) Given the reactants [Br:1][C:2]1[CH:3]=[C:4]([C@@H:13]([NH:20][C:21](=[O:41])[CH2:22][NH:23][C:24](=[O:40])[C:25]2[CH:30]=[C:29]([NH:31][C:32]3[NH:33][CH2:34][CH:35]([OH:38])[CH2:36][N:37]=3)[CH:28]=[C:27]([OH:39])[CH:26]=2)[CH2:14][C:15]([O:17]CC)=[O:16])[CH:5]=[C:6]([C:8]([C:11]#[N:12])([CH3:10])[CH3:9])[CH:7]=1.O.[OH-].[Li+], predict the reaction product. The product is: [Br:1][C:2]1[CH:3]=[C:4]([C@@H:13]([NH:20][C:21](=[O:41])[CH2:22][NH:23][C:24](=[O:40])[C:25]2[CH:30]=[C:29]([NH:31][C:32]3[NH:37][CH2:36][CH:35]([OH:38])[CH2:34][N:33]=3)[CH:28]=[C:27]([OH:39])[CH:26]=2)[CH2:14][C:15]([OH:17])=[O:16])[CH:5]=[C:6]([C:8]([C:11]#[N:12])([CH3:10])[CH3:9])[CH:7]=1. (2) Given the reactants [CH2:1]([N:8](C)[CH2:9][CH2:10][C@@H:11]([OH:18])[CH2:12][N:13]1[CH2:17][CH2:16][CH2:15][CH2:14]1)C1C=CC=CC=1.[C:28](O[C:28]([O:30][C:31]([CH3:34])([CH3:33])[CH3:32])=[O:29])([O:30][C:31]([CH3:34])([CH3:33])[CH3:32])=[O:29].[H][H], predict the reaction product. The product is: [C:31]([O:30][C:28](=[O:29])[N:8]([CH2:9][CH2:10][C@@H:11]([OH:18])[CH2:12][N:13]1[CH2:14][CH2:15][CH2:16][CH2:17]1)[CH3:1])([CH3:32])([CH3:33])[CH3:34]. (3) Given the reactants CS([C:4]1[N:9]=[CH:8][C:7]2=[CH:10][CH:11]=[C:12]([C:13]3[CH:18]=[CH:17][CH:16]=[CH:15][C:14]=3[O:19][CH3:20])[N:6]2[N:5]=1)=O.CS(O)(=O)=O.[NH2:26][C:27]1[CH:32]=[CH:31][C:30]([CH:33]2[CH2:38][CH2:37][N:36]([CH2:39][C@H:40]([OH:45])[C:41]([F:44])([F:43])[F:42])[CH2:35][CH2:34]2)=[CH:29][C:28]=1[O:46][CH3:47].FC(F)(F)C(O)=O, predict the reaction product. The product is: [F:44][C:41]([F:42])([F:43])[C@@H:40]([OH:45])[CH2:39][N:36]1[CH2:35][CH2:34][CH:33]([C:30]2[CH:31]=[CH:32][C:27]([NH:26][C:4]3[N:9]=[CH:8][C:7]4=[CH:10][CH:11]=[C:12]([C:13]5[CH:18]=[CH:17][CH:16]=[CH:15][C:14]=5[O:19][CH3:20])[N:6]4[N:5]=3)=[C:28]([O:46][CH3:47])[CH:29]=2)[CH2:38][CH2:37]1. (4) Given the reactants Br[C:2]1[CH:7]=[CH:6][CH:5]=[CH:4][C:3]=1[NH:8][C:9]1[CH:14]=[CH:13][CH:12]=[CH:11][C:10]=1[O:15][CH3:16].[Li]CCCC.Cl[P:23]([CH:27]([CH3:29])[CH3:28])[CH:24]([CH3:26])[CH3:25], predict the reaction product. The product is: [CH:24]([P:23]([CH:27]([CH3:29])[CH3:28])[C:2]1[CH:7]=[CH:6][CH:5]=[CH:4][C:3]=1[NH:8][C:9]1[CH:14]=[CH:13][CH:12]=[CH:11][C:10]=1[O:15][CH3:16])([CH3:26])[CH3:25]. (5) Given the reactants [CH3:1][N:2]([CH3:18])[C:3]1[CH:8]=[CH:7][C:6]([C:9]2[C:10]([C:15]([OH:17])=O)=[CH:11][CH:12]=[CH:13][CH:14]=2)=[CH:5][CH:4]=1.[N:19]1([CH2:24][CH2:25][O:26][C:27]2[CH:33]=[CH:32][C:30]([NH2:31])=[CH:29][CH:28]=2)[CH:23]=[N:22][CH:21]=[N:20]1.ON1C2C=CC=CC=2N=N1.CN(C)CCCN=C=NCC, predict the reaction product. The product is: [CH3:18][N:2]([CH3:1])[C:3]1[CH:4]=[CH:5][C:6]([C:9]2[C:10]([C:15]([NH:31][C:30]3[CH:32]=[CH:33][C:27]([O:26][CH2:25][CH2:24][N:19]4[CH:23]=[N:22][CH:21]=[N:20]4)=[CH:28][CH:29]=3)=[O:17])=[CH:11][CH:12]=[CH:13][CH:14]=2)=[CH:7][CH:8]=1. (6) Given the reactants [F:1][C:2]1[CH:9]=[C:8]([O:10][CH3:11])[CH:7]=[CH:6][C:3]=1[CH:4]=[O:5].[I:12]N1C(=O)CCC1=O.S([O-])([O-])=O.[Na+].[Na+], predict the reaction product. The product is: [F:1][C:2]1[CH:9]=[C:8]([O:10][CH3:11])[C:7]([I:12])=[CH:6][C:3]=1[CH:4]=[O:5]. (7) Given the reactants [CH2:1]([C:3]1[C:4]([O:20]C)=[CH:5][C:6]([O:18]C)=[C:7]([C:9]2[C:13]3[CH:14]=[CH:15][CH:16]=[CH:17][C:12]=3[O:11][N:10]=2)[CH:8]=1)[CH3:2].B(Br)(Br)Br, predict the reaction product. The product is: [O:11]1[C:12]2[CH:17]=[CH:16][CH:15]=[CH:14][C:13]=2[C:9]([C:7]2[CH:8]=[C:3]([CH2:1][CH3:2])[C:4]([OH:20])=[CH:5][C:6]=2[OH:18])=[N:10]1. (8) Given the reactants C([Si](C)(C)[O:6][CH2:7][C:8]([C:11]1[CH:16]=[CH:15][C:14]([NH:17][C:18]([C:20]2[N:21](COCC[Si](C)(C)C)[CH:22]=[C:23]([C:25]#[N:26])[N:24]=2)=[O:19])=[C:13]([C:35]2[CH2:40][CH2:39][C:38]([CH3:42])([CH3:41])[CH2:37][CH:36]=2)[CH:12]=1)([CH3:10])[CH3:9])(C)(C)C.O.[F-].C([N+](CCCC)(CCCC)CCCC)CCC.CCOC(C)=O, predict the reaction product. The product is: [CH3:41][C:38]1([CH3:42])[CH2:39][CH2:40][C:35]([C:13]2[CH:12]=[C:11]([C:8]([CH3:9])([CH3:10])[CH2:7][OH:6])[CH:16]=[CH:15][C:14]=2[NH:17][C:18]([C:20]2[NH:21][CH:22]=[C:23]([C:25]#[N:26])[N:24]=2)=[O:19])=[CH:36][CH2:37]1. (9) Given the reactants [CH3:1][O:2][C:3]([CH:5]1[CH2:9][CH2:8][N:7]([C:10]([O:12][CH2:13][C:14]2[CH:19]=[CH:18][CH:17]=[CH:16][CH:15]=2)=[O:11])[N:6]1[C:20](=[O:37])[CH:21]([N:26]1[C:34](=[O:35])[C:33]2[C:28](=[CH:29][CH:30]=[CH:31][CH:32]=2)[C:27]1=[O:36])[CH2:22][CH2:23][CH2:24][OH:25])=[O:4].CC(OI1(OC(C)=O)(OC(C)=O)OC(=O)C2C=CC=CC1=2)=O, predict the reaction product. The product is: [CH3:1][O:2][C:3]([CH:5]1[CH2:9][CH2:8][N:7]([C:10]([O:12][CH2:13][C:14]2[CH:15]=[CH:16][CH:17]=[CH:18][CH:19]=2)=[O:11])[N:6]1[C:20](=[O:37])[CH:21]([N:26]1[C:34](=[O:35])[C:33]2[C:28](=[CH:29][CH:30]=[CH:31][CH:32]=2)[C:27]1=[O:36])[CH2:22][CH2:23][CH:24]=[O:25])=[O:4]. (10) Given the reactants [CH3:1][C:2]1[CH:7]=[CH:6][N:5]=[C:4]([C:8]2[CH:15]=[CH:14][C:11]([CH:12]=O)=[CH:10][CH:9]=2)[N:3]=1.N1(C2C=C[C:24]([CH:25]=[O:26])=CC=2)C=CC=N1, predict the reaction product. The product is: [CH3:1][C:2]1[CH:7]=[CH:6][N:5]=[C:4]([C:8]2[CH:15]=[CH:14][C:11]([CH:12]=[CH:24][CH:25]=[O:26])=[CH:10][CH:9]=2)[N:3]=1.